Dataset: Forward reaction prediction with 1.9M reactions from USPTO patents (1976-2016). Task: Predict the product of the given reaction. Given the reactants [CH2:1]([CH:4]([CH2:8][CH2:9][CH3:10])[C:5]([OH:7])=O)[CH2:2][CH3:3].C[O:12][C:13](=[O:23])[CH:14]=[CH:15][C:16]1[CH:21]=[CH:20][C:19](N)=[CH:18][CH:17]=1, predict the reaction product. The product is: [CH2:8]([CH:4]([CH2:1][CH2:2][CH3:3])[C:5]([C:19]1[CH:20]=[CH:21][C:16]([CH:15]=[CH:14][C:13]([OH:23])=[O:12])=[CH:17][CH:18]=1)=[O:7])[CH2:9][CH3:10].